Dataset: Forward reaction prediction with 1.9M reactions from USPTO patents (1976-2016). Task: Predict the product of the given reaction. Given the reactants [CH3:1][C@H:2]([O:5][C:6]1[CH:7]=[CH:8][C:9]2[CH2:10][N:11](C(OC(C)(C)C)=O)[CH2:12][CH2:13][O:14][C:15]=2[N:16]=1)[CH2:3][CH3:4].[ClH:24].C(OCC)(=O)C, predict the reaction product. The product is: [ClH:24].[CH3:1][C@H:2]([O:5][C:6]1[CH:7]=[CH:8][C:9]2[CH2:10][NH:11][CH2:12][CH2:13][O:14][C:15]=2[N:16]=1)[CH2:3][CH3:4].